From a dataset of Catalyst prediction with 721,799 reactions and 888 catalyst types from USPTO. Predict which catalyst facilitates the given reaction. (1) Reactant: [C:1]([O:4][CH:5]1[C:6]([OH:60])([CH3:59])CCC(C(OC2C=CC([N+]([O-])=O)=CC=2)=O)[CH2:10][C:11]([O:13][CH:14](/[C:19](/[CH3:46])=[CH:20]/[CH:21]=[CH:22]/[CH:23]([CH3:45])[CH2:24][CH:25]2[O:44][CH:26]2[CH:27]([CH3:43])C(C(OC2C=CC([N+]([O-])=O)=CC=2)=O)CC)[CH:15]([CH3:18])[CH:16]=[CH:17]1)=[O:12])(=[O:3])[CH3:2].[CH2:61]([NH:63][CH2:64][CH3:65])[CH3:62]. Product: [C:1]([O:4][CH:5]1[C:6]([OH:60])([CH3:59])[CH2:16][CH2:17][CH:5]([O:4][C:1](=[O:3])[N:63]([CH2:64][CH3:65])[CH2:61][CH3:62])[CH2:10][C:11]([O:13][CH:14](/[C:19](/[CH3:46])=[CH:20]/[CH:21]=[CH:22]/[CH:23]([CH3:45])[CH2:24][CH:25]2[O:44][CH:26]2[CH:27]([CH3:43])[CH:14]([O:13][C:11](=[O:12])[N:63]([CH2:64][CH3:65])[CH2:61][CH3:62])[CH2:15][CH3:18])[CH:15]([CH3:18])[CH:16]=[CH:17]1)=[O:12])(=[O:3])[CH3:2]. The catalyst class is: 54. (2) Reactant: [CH2:1]([C:3]1([C:18]#[N:19])[CH2:7][CH2:6][N:5](C(=O)C2C=CC(F)=CC=2)[C:4]1=[O:17])[CH3:2].C(N)CCCCCCC. Product: [CH2:1]([C:3]1([C:18]#[N:19])[CH2:7][CH2:6][NH:5][C:4]1=[O:17])[CH3:2]. The catalyst class is: 1. (3) Reactant: [OH:1][CH2:2][C:3]([CH2:8][OH:9])([CH3:7])[C:4]([OH:6])=[O:5].C1(C)C=CC(S(O)(=O)=O)=CC=1.[Cl:21][C:22]1[CH:27]=[CH:26][C:25]([C:28]([C:33]2[CH:38]=[CH:37][C:36]([Cl:39])=[CH:35][CH:34]=2)(OC)OC)=[CH:24][CH:23]=1. Product: [Cl:21][C:22]1[CH:23]=[CH:24][C:25]([C:28]2([C:33]3[CH:38]=[CH:37][C:36]([Cl:39])=[CH:35][CH:34]=3)[O:9][CH2:8][C:3]([CH3:7])([C:4]([OH:6])=[O:5])[CH2:2][O:1]2)=[CH:26][CH:27]=1. The catalyst class is: 11. (4) Reactant: [NH2:1][C:2]1[C:10]2[C:5](=[C:6]([C:12]3[C:13]([C@@H:31]([NH:41][C:42](=[O:48])[O:43][C:44]([CH3:47])([CH3:46])[CH3:45])[CH2:32][C:33]4[CH:38]=[C:37]([F:39])[CH:36]=[C:35]([F:40])[CH:34]=4)=[N:14][C:15]([C:18]#[C:19][C:20]([O:23][Si:24]([C:27]([CH3:30])([CH3:29])[CH3:28])([CH3:26])[CH3:25])([CH3:22])[CH3:21])=[CH:16][CH:17]=3)[CH:7]=[CH:8][C:9]=2[Cl:11])[N:4]([CH3:49])[N:3]=1.CCN(C(C)C)C(C)C.[F:59][C:60]([F:71])([F:70])[C:61](O[C:61](=[O:62])[C:60]([F:71])([F:70])[F:59])=[O:62]. Product: [Si:24]([O:23][C:20]([CH3:22])([CH3:21])[C:19]#[C:18][C:15]1[N:14]=[C:13]([C@@H:31]([NH:41][C:42](=[O:48])[O:43][C:44]([CH3:47])([CH3:46])[CH3:45])[CH2:32][C:33]2[CH:38]=[C:37]([F:39])[CH:36]=[C:35]([F:40])[CH:34]=2)[C:12]([C:6]2[CH:7]=[CH:8][C:9]([Cl:11])=[C:10]3[C:5]=2[N:4]([CH3:49])[N:3]=[C:2]3[NH:1][C:61](=[O:62])[C:60]([F:71])([F:70])[F:59])=[CH:17][CH:16]=1)([C:27]([CH3:30])([CH3:28])[CH3:29])([CH3:26])[CH3:25]. The catalyst class is: 4. (5) Reactant: [CH2:1]([Si:3]([CH2:18][CH3:19])([CH2:16][CH3:17])[O:4][CH2:5][C:6]1([CH2:12][CH2:13][CH2:14][OH:15])[CH2:11][CH2:10][CH2:9][CH2:8][CH2:7]1)[CH3:2].[C:20](OC(=O)C)(=[O:22])[CH3:21]. Product: [C:20]([O:15][CH2:14][CH2:13][CH2:12][C:6]1([CH2:5][O:4][Si:3]([CH2:1][CH3:2])([CH2:16][CH3:17])[CH2:18][CH3:19])[CH2:11][CH2:10][CH2:9][CH2:8][CH2:7]1)(=[O:22])[CH3:21]. The catalyst class is: 17. (6) Product: [Cl:5][C:6]1[CH:16]=[CH:15][C:14]([C:17]2[CH:26]=[CH:25][C:24]3[C:19](=[CH:20][CH:21]=[C:22]([OH:27])[CH:23]=3)[CH:18]=2)=[CH:13][C:7]=1[C:8]([O:10][CH2:11][CH3:12])=[O:9]. The catalyst class is: 4. Reactant: B(Br)(Br)Br.[Cl:5][C:6]1[CH:16]=[CH:15][C:14]([C:17]2[CH:26]=[CH:25][C:24]3[C:19](=[CH:20][CH:21]=[C:22]([O:27]C)[CH:23]=3)[CH:18]=2)=[CH:13][C:7]=1[C:8]([O:10][CH2:11][CH3:12])=[O:9]. (7) Reactant: [BH4-].[Na+].[Cl:3][C:4]1[CH:5]=[C:6]([C:11]2([C:32]([F:35])([F:34])[F:33])[CH2:19][C:18]3[C:13](=[CH:14][CH:15]=[C:16]([C:20]4[CH:21]=[C:22]([NH:26][C:27](=[O:30])[CH2:28][CH3:29])[CH:23]=[CH:24][CH:25]=4)[CH:17]=3)[C:12]2=[O:31])[CH:7]=[C:8]([Cl:10])[CH:9]=1. Product: [Cl:3][C:4]1[CH:5]=[C:6]([C:11]2([C:32]([F:35])([F:33])[F:34])[CH2:19][C:18]3[C:13](=[CH:14][CH:15]=[C:16]([C:20]4[CH:21]=[C:22]([NH:26][C:27](=[O:30])[CH2:28][CH3:29])[CH:23]=[CH:24][CH:25]=4)[CH:17]=3)[CH:12]2[OH:31])[CH:7]=[C:8]([Cl:10])[CH:9]=1. The catalyst class is: 132. (8) Reactant: C[O:2][C:3]([C:5]1[C:6]([O:20][CH3:21])=[CH:7][C:8]2[S:12][C:11]([C:13]3[CH:18]=[CH:17][CH:16]=[CH:15][CH:14]=3)=[N:10][C:9]=2[CH:19]=1)=O.[H-].[Al+3].[Li+].[H-].[H-].[H-].S([O-])([O-])(=O)=O.[Na+].[Na+]. Product: [CH3:21][O:20][C:6]1[C:5]([CH2:3][OH:2])=[CH:19][C:9]2[N:10]=[C:11]([C:13]3[CH:18]=[CH:17][CH:16]=[CH:15][CH:14]=3)[S:12][C:8]=2[CH:7]=1. The catalyst class is: 7.